From a dataset of Forward reaction prediction with 1.9M reactions from USPTO patents (1976-2016). Predict the product of the given reaction. Given the reactants C([O:3][C:4](=[O:25])[CH2:5][C@H:6]([NH:17][C:18]([O:20][C:21]([CH3:24])([CH3:23])[CH3:22])=[O:19])[CH2:7][C:8]1[CH:13]=[C:12]([F:14])[C:11]([F:15])=[CH:10][C:9]=1[F:16])C.[OH-].[Na+], predict the reaction product. The product is: [C:21]([O:20][C:18]([NH:17][C@H:6]([CH2:7][C:8]1[CH:13]=[C:12]([F:14])[C:11]([F:15])=[CH:10][C:9]=1[F:16])[CH2:5][C:4]([OH:25])=[O:3])=[O:19])([CH3:24])([CH3:22])[CH3:23].